From a dataset of Catalyst prediction with 721,799 reactions and 888 catalyst types from USPTO. Predict which catalyst facilitates the given reaction. Reactant: [C:1]([C:3]1[CH:4]=[C:5]([S:9]([NH2:12])(=[O:11])=[O:10])[CH:6]=[CH:7][CH:8]=1)#[N:2].[NH2:13][OH:14]. Product: [OH:14][NH:13][C:1]([C:3]1[CH:8]=[CH:7][CH:6]=[C:5]([S:9](=[O:11])(=[O:10])[NH2:12])[CH:4]=1)=[NH:2]. The catalyst class is: 8.